From a dataset of NCI-60 drug combinations with 297,098 pairs across 59 cell lines. Regression. Given two drug SMILES strings and cell line genomic features, predict the synergy score measuring deviation from expected non-interaction effect. Drug 1: CC1CCC2CC(C(=CC=CC=CC(CC(C(=O)C(C(C(=CC(C(=O)CC(OC(=O)C3CCCCN3C(=O)C(=O)C1(O2)O)C(C)CC4CCC(C(C4)OC)O)C)C)O)OC)C)C)C)OC. Drug 2: CC(C)(C#N)C1=CC(=CC(=C1)CN2C=NC=N2)C(C)(C)C#N. Cell line: SK-OV-3. Synergy scores: CSS=0.487, Synergy_ZIP=0.693, Synergy_Bliss=1.10, Synergy_Loewe=-0.861, Synergy_HSA=-0.615.